From a dataset of Experimentally validated miRNA-target interactions with 360,000+ pairs, plus equal number of negative samples. Binary Classification. Given a miRNA mature sequence and a target amino acid sequence, predict their likelihood of interaction. (1) The miRNA is mmu-miR-3072-3p with sequence UGCCCCCUCCAGGAAGCCUUCU. The protein sequence of the target gene is MGRRRQRVDPAAGARAGALPEAIAALSRSLPSGPSPEIFRRAKFDRPEATSALWQLLFRVLSPLPAGNALASLALEVQARLVKSALCSQGYPRLALAQLPEDGSQGSRELLLALSWLLARGPVPEQMLAQARVPLGDEMTVCQCEALASPGPPAPHMEAEGPVDVRHVQWLMGKLRFRWRQLVSSQQEQCALLSKIHLYTRGCHSDQSLSHLSVTEAEMLRDPEGGQQVSGAGAAQNLDLAYPKCLHSFCTPGMGPRTFWNDLWLVCEQPGLLPGDWAAPLDPGGASACSLLSPFRALLR.... Result: 0 (no interaction). (2) The miRNA is hsa-miR-26b-5p with sequence UUCAAGUAAUUCAGGAUAGGU. The protein sequence of the target gene is MLLVLLSVVLLALSSAQSTDNDVNYEDFTFTIPDVEDSSQRPDQGPQRPPPEGLLPRPPGDSGNQDDGPQQRPPKPGGHHRHPPPPPFQNQQRPPRRGHRQLSLPRFPSVSLQEASSFFQRDRPARHPQEQPLW. Result: 1 (interaction). (3) The miRNA is hsa-miR-3610 with sequence GAAUCGGAAAGGAGGCGCCG. The protein sequence of the target gene is MVKLFIGNLPREATEQEIRSLFEQYGKVLECDIIKNYGFVHIEDKTAAEDAIRNLHHYKLHGVNINVEASKNKSKTSTKLHVGNISPTCTNKELRAKFEEYGPVIECDIVKDYAFVHMERAEDAVEAIRGLDNTEFQGKRMHVQLSTSRLRTAPGMGDQSGCYRCGKEGHWSKECPIDRSGRVADLTEQYNEQYGAVRTPYTMSYGDSLYYNNAYGALDAYYKRCRAARSYEAVAAAAASVYNYAEQTLSQLPQVQNTAMASHLTSTSLDPYDRHLLPTSGAAATAAAAAAAAAAVTAAS.... Result: 0 (no interaction). (4) Result: 0 (no interaction). The miRNA is mmu-miR-6973a-3p with sequence CACUCUAACCCUACCUACCCAU. The protein sequence of the target gene is MPRQAASRLVVGEGEGPPGASGPAATMLRSLLLHSLRLCAQTASCLVLFPRFLGTAFMLWLLDFLCIRKHFLRRRHPDHPEPEVELNSEGEEMPPDDPPICVSDDNRLCTLASLKAVWHGQKLDFFKQAHEGGPAPNSEVVRPDGFQSQRILDYAQGTRPLVLNFGSCTUPPFMARMSAFQRLVTKYQRDVDFLIIYIEEAHPSDGWVTTDSPYVIPQHRSLEDRVSAARVLQQGAPGCALVLDTMANSSSSAYGAYFERLYVIQSGTIMYQGGRGPDGYQVSELRTWLERYDEQLHGTR.... (5) The miRNA is mmu-miR-129-5p with sequence CUUUUUGCGGUCUGGGCUUGC. The protein sequence of the target gene is MRVKPQGLVVTSSAVCSSPDYLREPKYYPGGPPTPRPLLPTRPPASPPDKAFSTHTFSENPRPPPRRDPSSRRPPVLAKGDDLLPPRAARPVSQAHCPSPAPDNSSLRHWDNGRVNLRPVVQLIDIMKDLTRLSQDLQHSGVHLDCGGLRLSRPPAPPPGDLQYSFFSSPSLANSIRSPEERANPHTKSERPSHPLYEPEPEPRDSPQPGQGHGPGAAATATGLPPEPEPDGPDYSELADADILSELASLTCPEAQLLEAQALEPPSPQPEPQLLDPQPRFLDPQALEPLGEGLELPPLQ.... Result: 1 (interaction).